From a dataset of NCI-60 drug combinations with 297,098 pairs across 59 cell lines. Regression. Given two drug SMILES strings and cell line genomic features, predict the synergy score measuring deviation from expected non-interaction effect. (1) Cell line: LOX IMVI. Drug 1: COC1=NC(=NC2=C1N=CN2C3C(C(C(O3)CO)O)O)N. Drug 2: C1=NC2=C(N=C(N=C2N1C3C(C(C(O3)CO)O)F)Cl)N. Synergy scores: CSS=-14.0, Synergy_ZIP=3.21, Synergy_Bliss=-3.97, Synergy_Loewe=-9.93, Synergy_HSA=-11.0. (2) Drug 1: CC(C)NC(=O)C1=CC=C(C=C1)CNNC.Cl. Drug 2: N.N.Cl[Pt+2]Cl. Cell line: IGROV1. Synergy scores: CSS=56.5, Synergy_ZIP=-0.0656, Synergy_Bliss=-1.34, Synergy_Loewe=-12.9, Synergy_HSA=0.901. (3) Drug 1: CC1=C(C=C(C=C1)NC2=NC=CC(=N2)N(C)C3=CC4=NN(C(=C4C=C3)C)C)S(=O)(=O)N.Cl. Drug 2: C1=CC(=CC=C1CCC2=CNC3=C2C(=O)NC(=N3)N)C(=O)NC(CCC(=O)O)C(=O)O. Cell line: SF-295. Synergy scores: CSS=27.7, Synergy_ZIP=-1.96, Synergy_Bliss=-3.27, Synergy_Loewe=-9.54, Synergy_HSA=-2.44. (4) Cell line: NCI-H322M. Drug 1: CC12CCC(CC1=CCC3C2CCC4(C3CC=C4C5=CN=CC=C5)C)O. Drug 2: C1=NC2=C(N=C(N=C2N1C3C(C(C(O3)CO)O)F)Cl)N. Synergy scores: CSS=1.44, Synergy_ZIP=-2.04, Synergy_Bliss=-1.51, Synergy_Loewe=-4.51, Synergy_HSA=-2.95. (5) Drug 1: CC1=C(N=C(N=C1N)C(CC(=O)N)NCC(C(=O)N)N)C(=O)NC(C(C2=CN=CN2)OC3C(C(C(C(O3)CO)O)O)OC4C(C(C(C(O4)CO)O)OC(=O)N)O)C(=O)NC(C)C(C(C)C(=O)NC(C(C)O)C(=O)NCCC5=NC(=CS5)C6=NC(=CS6)C(=O)NCCC[S+](C)C)O. Drug 2: CC1CCCC2(C(O2)CC(NC(=O)CC(C(C(=O)C(C1O)C)(C)C)O)C(=CC3=CSC(=N3)C)C)C. Synergy scores: CSS=81.6, Synergy_ZIP=-3.83, Synergy_Bliss=-5.86, Synergy_Loewe=-3.62, Synergy_HSA=-0.469. Cell line: HCT116.